Task: Predict which catalyst facilitates the given reaction.. Dataset: Catalyst prediction with 721,799 reactions and 888 catalyst types from USPTO (1) Product: [O:12]=[C:6]1[CH:5]2[CH2:4][CH:3]([CH2:10][CH:9]2[C:8]([OH:7])=[O:11])[CH2:2]1. Reactant: Br[CH:2]1[CH:6]2[O:7][C:8](=[O:11])[CH:9]3[CH2:10][CH:3]1[CH2:4][CH:5]23.[OH-:12].[Na+]. The catalyst class is: 6. (2) Reactant: [CH3:1][O:2][CH2:3][CH2:4][O:5][C@@H:6]1[C:11]2[CH:12]=[CH:13][C:14]3[NH:15][C:16]([CH3:19])=[N:17][C:18]=3[C:10]=2[O:9][C@H:8]([C:20]2[CH:25]=[CH:24][CH:23]=[CH:22][CH:21]=2)[C@H:7]1[O:26]C(=O)C(C)(C)C.C(=O)([O-])[O-].[K+].[K+]. Product: [OH:26][C@H:7]1[C@H:6]([O:5][CH2:4][CH2:3][O:2][CH3:1])[C:11]2[CH:12]=[CH:13][C:14]3[NH:15][C:16]([CH3:19])=[N:17][C:18]=3[C:10]=2[O:9][C@@H:8]1[C:20]1[CH:25]=[CH:24][CH:23]=[CH:22][CH:21]=1. The catalyst class is: 5. (3) Reactant: [NH2:1][CH2:2][CH2:3][NH:4][C:5]1[CH:6]=[C:7]([C:19]2[NH:20][CH:21]=[CH:22][CH:23]=2)[C:8]2[C:9](=[O:18])[NH:10][C:11]3[C:16]=2[C:15]=1[C:14]([F:17])=[CH:13][CH:12]=3.[CH3:24][S:25]([OH:28])(=[O:27])=[O:26]. Product: [CH3:24][S:25]([OH:28])(=[O:27])=[O:26].[NH2:1][CH2:2][CH2:3][NH:4][C:5]1[CH:6]=[C:7]([C:19]2[NH:20][CH:21]=[CH:22][CH:23]=2)[C:8]2[C:9](=[O:18])[NH:10][C:11]3[C:16]=2[C:15]=1[C:14]([F:17])=[CH:13][CH:12]=3. The catalyst class is: 12.